Dataset: Full USPTO retrosynthesis dataset with 1.9M reactions from patents (1976-2016). Task: Predict the reactants needed to synthesize the given product. Given the product [CH2:1]([O:8][NH:9][C@H:10]1[CH2:15][NH:14][C@H:13]([C:23]([NH2:24])=[O:25])[CH:12]=[C:11]1[CH2:26][CH2:27][N+:28]([O-:30])=[O:29])[C:2]1[CH:3]=[CH:4][CH:5]=[CH:6][CH:7]=1, predict the reactants needed to synthesize it. The reactants are: [CH2:1]([O:8][NH:9][C@H:10]1[CH2:15][N:14](C(OC(C)(C)C)=O)[C@H:13]([C:23](=[O:25])[NH2:24])[CH:12]=[C:11]1[CH2:26][CH2:27][N+:28]([O-:30])=[O:29])[C:2]1[CH:7]=[CH:6][CH:5]=[CH:4][CH:3]=1.C(ON([C@H]1CN[C@H](C(N)=O)C=C1C)S(C1C=CC=CC=1[N+]([O-])=O)(=O)=O)C=C.